From a dataset of Catalyst prediction with 721,799 reactions and 888 catalyst types from USPTO. Predict which catalyst facilitates the given reaction. (1) Reactant: [CH2:1]([N:8]1[C:13]2[N:14]([CH3:31])[C:15](=[O:30])[N:16]([CH2:19][CH2:20][CH2:21][CH2:22][C@@H:23](OS(C)(=O)=O)[CH3:24])[C:17](=[O:18])[C:12]=2[C:11](=[O:32])[CH:10]=[C:9]1[CH3:33])[C:2]1[CH:7]=[CH:6][CH:5]=[CH:4][CH:3]=1.[N-:34]=[N+:35]=[N-:36].[Na+]. Product: [N:34]([C@H:23]([CH3:24])[CH2:22][CH2:21][CH2:20][CH2:19][N:16]1[C:17](=[O:18])[C:12]2[C:11](=[O:32])[CH:10]=[C:9]([CH3:33])[N:8]([CH2:1][C:2]3[CH:3]=[CH:4][CH:5]=[CH:6][CH:7]=3)[C:13]=2[N:14]([CH3:31])[C:15]1=[O:30])=[N+:35]=[N-:36]. The catalyst class is: 16. (2) Reactant: [C:1]([OH:20])(=[O:19])[CH2:2][CH2:3][CH2:4][CH2:5][CH2:6][CH2:7][CH2:8][CH2:9][CH2:10][CH2:11][CH2:12][CH2:13][CH2:14][CH2:15][CH2:16][CH2:17][CH3:18].[NH2:21][C:22]([CH3:26])([CH3:25])[CH2:23][OH:24]. Product: [NH2:21][C:22]([CH3:26])([CH3:25])[CH2:23][OH:24].[C:1]([OH:20])(=[O:19])[CH2:2][CH2:3][CH2:4][CH2:5][CH2:6][CH2:7][CH2:8][CH2:9][CH2:10][CH2:11][CH2:12][CH2:13][CH2:14][CH2:15][CH2:16][CH2:17][CH3:18]. The catalyst class is: 6. (3) Reactant: [NH:1]1[C:9]2[C:4](=[CH:5][CH:6]=[CH:7][CH:8]=2)[C:3](/[CH:10]=[C:11]2\[O:12][C:13]3[C:20]([CH:21]4[CH2:26][CH2:25][N:24](C(OC(C)(C)C)=O)[CH2:23][CH2:22]4)=[C:19]([O:34][CH3:35])[CH:18]=[CH:17][C:14]=3[C:15]\2=[O:16])=[N:2]1.Cl. Product: [NH:1]1[C:9]2[C:4](=[CH:5][CH:6]=[CH:7][CH:8]=2)[C:3](/[CH:10]=[C:11]2\[O:12][C:13]3[C:20]([CH:21]4[CH2:26][CH2:25][NH:24][CH2:23][CH2:22]4)=[C:19]([O:34][CH3:35])[CH:18]=[CH:17][C:14]=3[C:15]\2=[O:16])=[N:2]1. The catalyst class is: 135. (4) Reactant: [C:1]([C:4]1[CH:13]=[CH:12][C:7]2[S:8][CH2:9][C:10](=[O:11])[C:6]=2[CH:5]=1)(=[O:3])[CH3:2].C([N-]C(C)C)(C)C.[Li+].C1C=CC(N([S:29]([C:32]([F:35])([F:34])[F:33])(=[O:31])=[O:30])[S:29]([C:32]([F:35])([F:34])[F:33])(=[O:31])=[O:30])=CC=1. Product: [C:1]([C:4]1[CH:13]=[CH:12][C:7]2[S:8][CH:9]=[C:10]([O:11][S:29]([C:32]([F:35])([F:34])[F:33])(=[O:31])=[O:30])[C:6]=2[CH:5]=1)(=[O:3])[CH3:2]. The catalyst class is: 1. (5) Reactant: Br[C:2]1[CH:11]=[C:10]([O:12][CH3:13])[C:9]([O:14][CH3:15])=[C:8]2[C:3]=1[CH2:4][CH2:5][N:6]=[C:7]2[C:16]1[CH:21]=[CH:20][CH:19]=[CH:18][CH:17]=1.CCO.C[O-].[Na+]. Product: [CH3:13][O:12][C:10]1[C:9]([O:14][CH3:15])=[C:8]2[C:3]([CH2:4][CH2:5][NH:6][CH:7]2[C:16]2[CH:21]=[CH:20][CH:19]=[CH:18][CH:17]=2)=[CH:2][CH:11]=1. The catalyst class is: 19.